From a dataset of Forward reaction prediction with 1.9M reactions from USPTO patents (1976-2016). Predict the product of the given reaction. (1) Given the reactants [CH2:1]1[CH:6]2[C:7](=O)[NH:8][CH2:9][CH2:10][N:5]2[CH2:4][CH2:3][S:2]1(=[O:13])=[O:12].Cl, predict the reaction product. The product is: [CH2:1]1[CH:6]2[CH2:7][NH:8][CH2:9][CH2:10][N:5]2[CH2:4][CH2:3][S:2]1(=[O:13])=[O:12]. (2) Given the reactants [C:1]([O:5][C:6]([N:8]1[C:16]2[C:11](=[CH:12][CH:13]=[C:14]([CH2:17][C:18]3[CH:23]=[CH:22][C:21]([F:24])=[CH:20][CH:19]=3)[CH:15]=2)[C:10]([CH3:26])([CH3:25])[CH2:9]1)=[O:7])([CH3:4])([CH3:3])[CH3:2].[Br:27]N1C(=O)CCC1=O, predict the reaction product. The product is: [C:1]([O:5][C:6]([N:8]1[C:16]2[C:11](=[CH:12][C:13]([Br:27])=[C:14]([CH2:17][C:18]3[CH:23]=[CH:22][C:21]([F:24])=[CH:20][CH:19]=3)[CH:15]=2)[C:10]([CH3:26])([CH3:25])[CH2:9]1)=[O:7])([CH3:4])([CH3:2])[CH3:3]. (3) Given the reactants [N+:1]([O-:4])(O)=[O:2].S(=O)(=O)(O)O.[CH3:10][O:11][C:12](=[O:21])[C:13]1[CH:18]=[CH:17][C:16]([F:19])=[CH:15][C:14]=1[F:20], predict the reaction product. The product is: [CH3:10][O:11][C:12](=[O:21])[C:13]1[CH:18]=[C:17]([N+:1]([O-:4])=[O:2])[C:16]([F:19])=[CH:15][C:14]=1[F:20]. (4) Given the reactants [N:1]([CH2:4][C:5]1[CH:14]=[N:13][C:12]2[C:11]([N:15]3[CH2:20][CH2:19][O:18][CH2:17][CH2:16]3)=[N:10][C:9]([C:21]3[CH:22]=[C:23]([OH:27])[CH:24]=[CH:25][CH:26]=3)=[N:8][C:7]=2[CH:6]=1)=[N+:2]=[N-:3].C(N(CC)CC)C.[CH3:35][O:36][CH2:37][O:38][CH2:39][C:40]#[CH:41], predict the reaction product. The product is: [CH3:35][O:36][CH2:37][O:38][CH2:39][C:40]1[N:3]=[N:2][N:1]([CH2:4][C:5]2[CH:14]=[N:13][C:12]3[C:11]([N:15]4[CH2:20][CH2:19][O:18][CH2:17][CH2:16]4)=[N:10][C:9]([C:21]4[CH:22]=[C:23]([OH:27])[CH:24]=[CH:25][CH:26]=4)=[N:8][C:7]=3[CH:6]=2)[CH:41]=1. (5) The product is: [C:35]([C:32]1[CH:31]=[CH:30][C:29]([C:10]([C:5]2[CH:4]=[CH:3][C:2]([C:44]3([OH:48])[CH2:47][CH2:46][CH2:45]3)=[C:7]([O:8][CH3:9])[N:6]=2)=[CH:11][CH:12]2[N:16]([CH2:17][C:18]3[CH:23]=[CH:22][C:21]([O:24][CH3:25])=[CH:20][C:19]=3[O:26][CH3:27])[C:15](=[O:28])[CH2:14][CH2:13]2)=[CH:34][CH:33]=1)([CH3:38])([CH3:36])[CH3:37]. Given the reactants Br[C:2]1[CH:3]=[CH:4][C:5](/[C:10](/[C:29]2[CH:34]=[CH:33][C:32]([C:35]([CH3:38])([CH3:37])[CH3:36])=[CH:31][CH:30]=2)=[CH:11]/[C@@H:12]2[N:16]([CH2:17][C:18]3[CH:23]=[CH:22][C:21]([O:24][CH3:25])=[CH:20][C:19]=3[O:26][CH3:27])[C:15](=[O:28])[CH2:14][CH2:13]2)=[N:6][C:7]=1[O:8][CH3:9].C([Li])CCC.[C:44]1(=[O:48])[CH2:47][CH2:46][CH2:45]1.[Cl-].[NH4+], predict the reaction product. (6) Given the reactants Cl[C:2]1[C:11]2[C:6](=[CH:7][CH:8]=[C:9]([C:12]([N:14]3[CH2:17][CH:16]([O:18][CH3:19])[CH2:15]3)=[O:13])[CH:10]=2)[CH:5]=[N:4][CH:3]=1.[CH3:20][N:21]1[C:30]2[C:25](=[CH:26][C:27](B3OC(C)(C)C(C)(C)O3)=[CH:28][CH:29]=2)[CH2:24][CH2:23][C:22]1=[O:40].C(=O)([O-])[O-].[Na+].[Na+].C(#N)C, predict the reaction product. The product is: [CH3:19][O:18][CH:16]1[CH2:17][N:14]([C:12]([C:9]2[CH:10]=[C:11]3[C:6](=[CH:7][CH:8]=2)[CH:5]=[N:4][CH:3]=[C:2]3[C:27]2[CH:26]=[C:25]3[C:30](=[CH:29][CH:28]=2)[N:21]([CH3:20])[C:22](=[O:40])[CH2:23][CH2:24]3)=[O:13])[CH2:15]1. (7) Given the reactants [Cl:1][C:2]1[CH:3]=[CH:4][CH:5]=[C:6]([OH:10])[C:7]=1[CH:8]=[O:9].[H-].[Na+].I[CH2:14][C:15]([NH2:17])=[O:16], predict the reaction product. The product is: [Cl:1][C:2]1[C:7]([CH:8]=[O:9])=[C:6]([CH:5]=[CH:4][CH:3]=1)[O:10][CH2:14][C:15]([NH2:17])=[O:16].